The task is: Predict the product of the given reaction.. This data is from Forward reaction prediction with 1.9M reactions from USPTO patents (1976-2016). Given the reactants FC(F)(F)C(O)=O.CC([N:12]([C@H:16]([CH3:35])[C:17]([NH:19][C:20]1[CH:21]=[N:22][C:23]([O:26][C:27]2[C:32]([CH3:33])=[CH:31][CH:30]=[CH:29][C:28]=2[CH3:34])=[CH:24][CH:25]=1)=[O:18])C(=O)[O-])(C)C, predict the reaction product. The product is: [CH3:33][C:32]1[CH:31]=[CH:30][CH:29]=[C:28]([CH3:34])[C:27]=1[O:26][C:23]1[N:22]=[CH:21][C:20]([NH:19][C:17](=[O:18])[C@@H:16]([CH3:35])[NH2:12])=[CH:25][CH:24]=1.